This data is from Forward reaction prediction with 1.9M reactions from USPTO patents (1976-2016). The task is: Predict the product of the given reaction. (1) Given the reactants [CH2:1]([C:3]1[CH:8]=[CH:7][C:6]([CH:9]2[CH2:14][N:13]([C:15]([N:17]3[CH2:22][CH2:21][O:20][CH2:19][CH2:18]3)=[O:16])[CH2:12][CH:11]([C:23](O)=[O:24])[CH2:10]2)=[CH:5][CH:4]=1)[CH3:2].O[NH:27][C:28](=[NH:33])[C:29]([CH3:32])([CH3:31])[CH3:30], predict the reaction product. The product is: [C:29]([C:28]1[N:33]=[C:23]([CH:11]2[CH2:10][CH:9]([C:6]3[CH:5]=[CH:4][C:3]([CH2:1][CH3:2])=[CH:8][CH:7]=3)[CH2:14][N:13]([C:15]([N:17]3[CH2:18][CH2:19][O:20][CH2:21][CH2:22]3)=[O:16])[CH2:12]2)[O:24][N:27]=1)([CH3:32])([CH3:31])[CH3:30]. (2) Given the reactants [H-].[Na+].[Br:3][C:4]1[CH:5]=[CH:6][C:7](Cl)=[C:8]([C:10]([F:13])([F:12])[F:11])[CH:9]=1.[CH2:15]([OH:20])[C:16]([CH3:19])([CH3:18])[CH3:17], predict the reaction product. The product is: [Br:3][C:4]1[CH:5]=[CH:6][C:7]([O:20][CH2:15][C:16]([CH3:19])([CH3:18])[CH3:17])=[C:8]([C:10]([F:13])([F:12])[F:11])[CH:9]=1. (3) Given the reactants [CH3:1][O:2][C:3](=[O:23])[C:4]1[CH:9]=[CH:8][C:7]([C:10]2[NH:14][C:13]3[C:15]([CH:21]=[O:22])=[C:16]([O:19]C)[CH:17]=[CH:18][C:12]=3[N:11]=2)=[CH:6][CH:5]=1.B(Br)(Br)Br, predict the reaction product. The product is: [CH3:1][O:2][C:3](=[O:23])[C:4]1[CH:5]=[CH:6][C:7]([C:10]2[NH:14][C:13]3[C:15]([CH:21]=[O:22])=[C:16]([OH:19])[CH:17]=[CH:18][C:12]=3[N:11]=2)=[CH:8][CH:9]=1. (4) Given the reactants [CH2:1]([C:3]1[N:7]=[C:6]([C:8]2[S:12][C:11]([NH2:13])=[N:10][C:9]=2[C:14]2[CH:19]=[CH:18][CH:17]=[CH:16][CH:15]=2)[O:5][N:4]=1)[CH3:2].[C:20](Cl)(=[O:23])[CH2:21][CH3:22], predict the reaction product. The product is: [CH2:1]([C:3]1[N:7]=[C:6]([C:8]2[S:12][C:11]([NH:13][C:20](=[O:23])[CH2:21][CH3:22])=[N:10][C:9]=2[C:14]2[CH:19]=[CH:18][CH:17]=[CH:16][CH:15]=2)[O:5][N:4]=1)[CH3:2].